This data is from Peptide-MHC class II binding affinity with 134,281 pairs from IEDB. The task is: Regression. Given a peptide amino acid sequence and an MHC pseudo amino acid sequence, predict their binding affinity value. This is MHC class II binding data. (1) The peptide sequence is GELPIVDKIDAAFKI. The MHC is DRB1_0701 with pseudo-sequence DRB1_0701. The binding affinity (normalized) is 0.695. (2) The peptide sequence is LVNLLIFHINGKIIK. The MHC is DRB1_1501 with pseudo-sequence DRB1_1501. The binding affinity (normalized) is 0.763.